From a dataset of Forward reaction prediction with 1.9M reactions from USPTO patents (1976-2016). Predict the product of the given reaction. Given the reactants [Br:1][C:2]1[C:3](Cl)=[N:4][C:5]([Cl:8])=[N:6][CH:7]=1.[CH3:10][NH2:11], predict the reaction product. The product is: [Br:1][C:2]1[C:3]([NH:11][CH3:10])=[N:4][C:5]([Cl:8])=[N:6][CH:7]=1.